Predict which catalyst facilitates the given reaction. From a dataset of Catalyst prediction with 721,799 reactions and 888 catalyst types from USPTO. (1) Reactant: [Cl:1][C:2]1[CH:11]=[C:10]([CH:12]=O)[CH:9]=[CH:8][C:3]=1[C:4]([O:6][CH3:7])=[O:5].[C:14]1([C:20](=O)[CH2:21][C:22]2[CH:27]=[CH:26][CH:25]=[CH:24][CH:23]=2)[CH:19]=[CH:18][CH:17]=[CH:16][CH:15]=1.[NH2:29][C:30]([NH2:32])=[O:31].Cl.[CH2:34](O)C. Product: [Cl:1][C:2]1[CH:11]=[C:10]([CH:12]2[C:21]([C:22]3[CH:27]=[CH:26][CH:25]=[CH:24][CH:23]=3)=[C:20]([C:14]3[CH:19]=[CH:18][CH:17]=[CH:16][CH:15]=3)[NH:32][C:30](=[O:31])[NH:29]2)[CH:9]=[CH:8][C:3]=1[C:4]([O:6][CH2:7][CH3:34])=[O:5]. The catalyst class is: 25. (2) Reactant: C([O:3][C:4](=[O:12])[C:5]([C:7]1[O:8][CH:9]=[CH:10][CH:11]=1)=[O:6])C.[BH4-].[Na+]. Product: [O:8]1[CH:9]=[CH:10][CH:11]=[C:7]1[CH:5]([OH:6])[C:4]([OH:12])=[O:3]. The catalyst class is: 88. (3) Reactant: [C:12]([O:11][C:9](O[C:9]([O:11][C:12]([CH3:15])([CH3:14])[CH3:13])=[O:10])=[O:10])([CH3:15])([CH3:14])[CH3:13].Cl.[Cl:17][CH2:18][CH2:19][NH:20][CH2:21][CH2:22][Cl:23].C(N(CC)CC)C. Product: [C:12]([O:11][C:9](=[O:10])[N:20]([CH2:21][CH2:22][Cl:23])[CH2:19][CH2:18][Cl:17])([CH3:13])([CH3:14])[CH3:15]. The catalyst class is: 4. (4) Product: [CH2:3]1[C:4]2([CH2:8][CH2:7][N:6]([C:9]([O:11][CH3:12])=[O:10])[CH2:5]2)[CH2:1][NH:2]1.[C:20]([OH:26])([C:22]([F:25])([F:24])[F:23])=[O:21]. The catalyst class is: 2. Reactant: [CH2:1]1[C:4]2([CH2:8][CH2:7][N:6]([C:9]([O:11][CH3:12])=[O:10])[CH2:5]2)[CH2:3][N:2]1C(OC(C)(C)C)=O.[C:20]([OH:26])([C:22]([F:25])([F:24])[F:23])=[O:21]. (5) Reactant: S(=O)(=O)(O)O.[CH2:6]([N:8]1[C:12]2[N:13]=[N:14][CH:15]=[C:16]([C:17]3[CH:22]=[CH:21][C:20]([F:23])=[CH:19][CH:18]=3)[C:11]=2[N:10]=[CH:9]1)[CH3:7].[I:24]N1C(C)(C)C(=O)N(I)C1=O.[OH-].[Na+]. Product: [CH2:6]([N:8]1[C:12]2[N:13]=[N:14][CH:15]=[C:16]([C:17]3[CH:22]=[CH:21][C:20]([F:23])=[C:19]([I:24])[CH:18]=3)[C:11]=2[N:10]=[CH:9]1)[CH3:7]. The catalyst class is: 2. (6) Reactant: [CH3:1][C:2]1[CH:7]=[CH:6][N:5]=[C:4](/[CH:8]=[CH:9]/[C:10]([O:12][C:13]([CH3:16])([CH3:15])[CH3:14])=[O:11])[CH:3]=1. Product: [CH3:1][C:2]1[CH:7]=[CH:6][N:5]=[C:4]([CH2:8][CH2:9][C:10]([O:12][C:13]([CH3:16])([CH3:15])[CH3:14])=[O:11])[CH:3]=1. The catalyst class is: 129. (7) Reactant: Br[C:2]1[N:10]([CH2:11][C:12]2[CH:17]=[CH:16][C:15]([Cl:18])=[CH:14][CH:13]=2)[C:9]2[C:8](=[O:19])[N:7]([CH2:20][CH2:21][O:22][CH2:23][CH2:24][O:25][CH:26]3[CH2:31][CH2:30][CH2:29][CH2:28][O:27]3)[C:6](=[O:32])[N:5]([CH3:33])[C:4]=2[N:3]=1.[Cl:34][C:35]1[CH:40]=[CH:39][C:38]([OH:41])=[CH:37][C:36]=1[C:42]([F:45])([F:44])[F:43].C(=O)([O-])[O-].[K+].[K+]. Product: [Cl:34][C:35]1[CH:40]=[CH:39][C:38]([O:41][C:2]2[N:10]([CH2:11][C:12]3[CH:17]=[CH:16][C:15]([Cl:18])=[CH:14][CH:13]=3)[C:9]3[C:8](=[O:19])[N:7]([CH2:20][CH2:21][O:22][CH2:23][CH2:24][O:25][CH:26]4[CH2:31][CH2:30][CH2:29][CH2:28][O:27]4)[C:6](=[O:32])[N:5]([CH3:33])[C:4]=3[N:3]=2)=[CH:37][C:36]=1[C:42]([F:43])([F:44])[F:45]. The catalyst class is: 3.